Predict which catalyst facilitates the given reaction. From a dataset of Catalyst prediction with 721,799 reactions and 888 catalyst types from USPTO. (1) Reactant: [F:1][C:2]1[CH:7]=[C:6]([N+:8]([O-:10])=[O:9])[CH:5]=[CH:4][C:3]=1[CH:11]([C:16]([O:18][CH3:19])=[O:17])[C:12]([O:14][CH3:15])=[O:13].[C:20](#[N:23])[CH:21]=[CH2:22].C[O-].[Na+]. Product: [C:20]([CH2:21][CH2:22][C:11]([C:3]1[CH:4]=[CH:5][C:6]([N+:8]([O-:10])=[O:9])=[CH:7][C:2]=1[F:1])([C:16]([O:18][CH3:19])=[O:17])[C:12]([O:14][CH3:15])=[O:13])#[N:23]. The catalyst class is: 138. (2) Reactant: [F:1][C:2]([F:30])([F:29])[C:3]1[N:8]=[CH:7][C:6]([NH:9][C:10]2[N:15]=[CH:14][C:13]([C:16]3[CH:21]=[CH:20][C:19]([C:22]4([OH:28])[CH2:27][CH2:26][NH:25][CH2:24][CH2:23]4)=[CH:18][CH:17]=3)=[CH:12][CH:11]=2)=[CH:5][CH:4]=1.C([O-])([O-])=O.[K+].[K+].[CH2:37]([O:39][C:40](=[O:43])[CH2:41]Br)[CH3:38]. Product: [CH2:37]([O:39][C:40](=[O:43])[CH2:41][N:25]1[CH2:24][CH2:23][C:22]([OH:28])([C:19]2[CH:18]=[CH:17][C:16]([C:13]3[CH:14]=[N:15][C:10]([NH:9][C:6]4[CH:7]=[N:8][C:3]([C:2]([F:1])([F:29])[F:30])=[CH:4][CH:5]=4)=[CH:11][CH:12]=3)=[CH:21][CH:20]=2)[CH2:27][CH2:26]1)[CH3:38]. The catalyst class is: 3. (3) Reactant: [CH3:1][NH:2][C:3]1[C:12]2[C:7](=[CH:8][C:9]([Sn](CCCC)(CCCC)CCCC)=[CH:10][CH:11]=2)[N:6]=[C:5]([NH2:26])[N:4]=1.[CH3:27][S:28][C:29]1[CH:34]=[CH:33][CH:32]=[C:31]([C:35]([F:38])([F:37])[F:36])[C:30]=1Br.O1CCCC1.CN(C)C=O. Product: [CH3:1][NH:2][C:3]1[C:12]2[C:7](=[CH:8][C:9]([C:30]3[C:31]([C:35]([F:37])([F:38])[F:36])=[CH:32][CH:33]=[CH:34][C:29]=3[S:28][CH3:27])=[CH:10][CH:11]=2)[N:6]=[C:5]([NH2:26])[N:4]=1. The catalyst class is: 6.